From a dataset of Peptide-MHC class II binding affinity with 134,281 pairs from IEDB. Regression. Given a peptide amino acid sequence and an MHC pseudo amino acid sequence, predict their binding affinity value. This is MHC class II binding data. (1) The peptide sequence is SDANTEYERLLSMLN. The MHC is DRB3_0101 with pseudo-sequence DRB3_0101. The binding affinity (normalized) is 0.213. (2) The peptide sequence is AFKVAATAAFAAPAN. The MHC is DRB1_0401 with pseudo-sequence DRB1_0401. The binding affinity (normalized) is 0.392. (3) The peptide sequence is MKDFDEPGHLAPTGM. The MHC is DRB1_1501 with pseudo-sequence DRB1_1501. The binding affinity (normalized) is 0.180. (4) The peptide sequence is KCAEWEKAQHGA. The MHC is DRB1_0401 with pseudo-sequence DRB1_0401. The binding affinity (normalized) is 0. (5) The peptide sequence is NMVRRGVRSLSNKIK. The MHC is H-2-IAb with pseudo-sequence H-2-IAb. The binding affinity (normalized) is 0.0949. (6) The peptide sequence is AGIMIFDPYGATISA. The MHC is HLA-DQA10501-DQB10201 with pseudo-sequence HLA-DQA10501-DQB10201. The binding affinity (normalized) is 0.129.